This data is from Forward reaction prediction with 1.9M reactions from USPTO patents (1976-2016). The task is: Predict the product of the given reaction. (1) The product is: [F:25][CH:16]([C:17]1[CH:24]=[CH:23][CH:22]=[C:19]([C:20]2[NH:32][N:31]=[N:30][N:21]=2)[CH:18]=1)[C:13]1[CH:12]=[CH:11][C:10]([CH2:9][O:8][C:7]2[CH:26]=[CH:27][C:4]([C:1](=[O:3])[CH3:2])=[C:5]([OH:29])[C:6]=2[CH3:28])=[CH:15][CH:14]=1. Given the reactants [C:1]([C:4]1[CH:27]=[CH:26][C:7]([O:8][CH2:9][C:10]2[CH:15]=[CH:14][C:13]([CH:16]([F:25])[C:17]3[CH:18]=[C:19]([CH:22]=[CH:23][CH:24]=3)[C:20]#[N:21])=[CH:12][CH:11]=2)=[C:6]([CH3:28])[C:5]=1[OH:29])(=[O:3])[CH3:2].[N-:30]=[N+:31]=[N-:32].[Na+].CN1CCCC1=O.Cl, predict the reaction product. (2) The product is: [C:15]([C:10]1[C:11](=[O:14])[CH:12]=[CH:13][N:8]([C:5]2[CH:4]=[CH:3][C:2]([Cl:1])=[CH:7][CH:6]=2)[N:9]=1)(=[O:16])[CH3:21]. Given the reactants [Cl:1][C:2]1[CH:7]=[CH:6][C:5]([N:8]2[CH:13]=[CH:12][C:11](=[O:14])[C:10]([C:15](N(OC)C)=[O:16])=[N:9]2)=[CH:4][CH:3]=1.[CH3:21][Mg]I.Cl.O, predict the reaction product. (3) Given the reactants [CH3:1][C:2]1[CH:10]=[C:9]2[C:5]([CH2:6][CH2:7][NH:8]2)=[CH:4][CH:3]=1.O=[CH:12][C:13]1[CH:21]=[CH:20][C:17]([O:18][CH3:19])=[C:15]([OH:16])[CH:14]=1.C(O[BH-](OC(=O)C)OC(=O)C)(=O)C.[Na+], predict the reaction product. The product is: [CH3:19][O:18][C:17]1[CH:20]=[CH:21][C:13]([CH2:12][N:8]2[C:9]3[C:5](=[CH:4][CH:3]=[C:2]([CH3:1])[CH:10]=3)[CH2:6][CH2:7]2)=[CH:14][C:15]=1[OH:16]. (4) Given the reactants Br[C:2]1[CH:7]=[CH:6][C:5]([CH2:8][N:9]2[C:14](=[O:15])[C:13]([C:16]([NH:18][CH2:19][C:20]([OH:22])=[O:21])=[O:17])=[C:12]([OH:23])[C:11]([CH:24]([CH3:26])[CH3:25])=[N:10]2)=[CH:4][CH:3]=1.[F:27][C:28]1[CH:33]=[CH:32][C:31](B(O)O)=[CH:30][CH:29]=1.C(=O)([O-])[O-].[K+].[K+].Cl, predict the reaction product. The product is: [F:27][C:28]1[CH:33]=[CH:32][C:31]([C:2]2[CH:7]=[CH:6][C:5]([CH2:8][N:9]3[C:14](=[O:15])[C:13]([C:16]([NH:18][CH2:19][C:20]([OH:22])=[O:21])=[O:17])=[C:12]([OH:23])[C:11]([CH:24]([CH3:26])[CH3:25])=[N:10]3)=[CH:4][CH:3]=2)=[CH:30][CH:29]=1. (5) Given the reactants [CH3:1][C:2]1([CH3:28])[O:7][C:6]2[CH:8]=[CH:9][C:10]([C@H:12]3[O:16][C:15](=[O:17])[N:14]([CH2:18][CH2:19][CH2:20][CH2:21][CH2:22][CH2:23][O:24][CH2:25][CH2:26][OH:27])[CH2:13]3)=[CH:11][C:5]=2[CH2:4][O:3]1.[H-].[Na+].[Cl:31][C:32]1[CH:39]=[CH:38][CH:37]=[C:36]([Cl:40])[C:33]=1[CH2:34]Br.P([O-])([O-])([O-])=O, predict the reaction product. The product is: [Cl:31][C:32]1[CH:39]=[CH:38][CH:37]=[C:36]([Cl:40])[C:33]=1[CH2:34][O:27][CH2:26][CH2:25][O:24][CH2:23][CH2:22][CH2:21][CH2:20][CH2:19][CH2:18][N:14]1[CH2:13][C@@H:12]([C:10]2[CH:9]=[CH:8][C:6]3[O:7][C:2]([CH3:28])([CH3:1])[O:3][CH2:4][C:5]=3[CH:11]=2)[O:16][C:15]1=[O:17]. (6) Given the reactants [CH2:1]([O:3][C:4](=[O:21])[CH2:5][C:6]1[C:7]2[CH:14]=[CH:13][C:12]([O:15][CH3:16])=[C:11]([S:17](Cl)(=[O:19])=[O:18])[C:8]=2[S:9][CH:10]=1)[CH3:2].[F:22][C:23]([F:37])([F:36])[C:24]1[CH:25]=[CH:26][C:27]([N:30]2[CH2:35][CH2:34][NH:33][CH2:32][CH2:31]2)=[N:28][CH:29]=1.C(N(CC)CC)C, predict the reaction product. The product is: [CH2:1]([O:3][C:4](=[O:21])[CH2:5][C:6]1[C:7]2[CH:14]=[CH:13][C:12]([O:15][CH3:16])=[C:11]([S:17]([N:33]3[CH2:34][CH2:35][N:30]([C:27]4[CH:26]=[CH:25][C:24]([C:23]([F:37])([F:22])[F:36])=[CH:29][N:28]=4)[CH2:31][CH2:32]3)(=[O:19])=[O:18])[C:8]=2[S:9][CH:10]=1)[CH3:2].